Dataset: Peptide-MHC class II binding affinity with 134,281 pairs from IEDB. Task: Regression. Given a peptide amino acid sequence and an MHC pseudo amino acid sequence, predict their binding affinity value. This is MHC class II binding data. (1) The binding affinity (normalized) is 0.215. The peptide sequence is LGTFDTVQIIKLLPF. The MHC is DRB1_1501 with pseudo-sequence DRB1_1501. (2) The peptide sequence is VALTLTSYLGLTQPF. The MHC is HLA-DQA10501-DQB10303 with pseudo-sequence HLA-DQA10501-DQB10303. The binding affinity (normalized) is 0.450. (3) The peptide sequence is DGQGKAVWGKNSCAK. The MHC is DRB1_1501 with pseudo-sequence DRB1_1501. The binding affinity (normalized) is 0.170. (4) The peptide sequence is NKSAFQSSVASGFIG. The binding affinity (normalized) is 0.227. The MHC is DRB4_0101 with pseudo-sequence DRB4_0103.